This data is from Forward reaction prediction with 1.9M reactions from USPTO patents (1976-2016). The task is: Predict the product of the given reaction. (1) Given the reactants C[CH:2]([OH:14])[CH2:3][O:4][CH2:5][CH2:6][O:7][CH2:8][CH2:9][O:10][CH2:11][CH2:12][OH:13].[C:15]([O:19][C:20]([CH3:23])([CH3:22])[CH3:21])(=[O:18])[CH:16]=[CH2:17].[CH2:24]1COCC1, predict the reaction product. The product is: [C:20]([O:19][C:15](=[O:18])[CH2:16][CH2:17][O:14][CH2:2][CH2:3][O:4][CH2:5][CH2:6][O:7][CH2:8][CH2:9][O:10][CH2:11][CH2:12][O:13][CH3:24])([CH3:23])([CH3:22])[CH3:21]. (2) Given the reactants Cl[C:2]1[C:3]2[C:10]([CH3:11])=[CH:9][N:8]([C@@H:12]3[O:18][C@H:17]([CH2:19][OH:20])[C@@H:15]([OH:16])[C@@:13]3([CH3:21])[OH:14])[C:4]=2[N:5]=[CH:6][N:7]=1.[NH3:22], predict the reaction product. The product is: [NH2:22][C:2]1[C:3]2[C:10]([CH3:11])=[CH:9][N:8]([C@@H:12]3[O:18][C@H:17]([CH2:19][OH:20])[C@@H:15]([OH:16])[C@@:13]3([CH3:21])[OH:14])[C:4]=2[N:5]=[CH:6][N:7]=1. (3) Given the reactants [C:1]([C:3]1[CH:22]=[CH:21][C:6]([O:7][C:8]2[CH:20]=[CH:19][C:11]([C:12]([O:14]C(C)(C)C)=[O:13])=[CH:10][CH:9]=2)=[CH:5][CH:4]=1)#[N:2], predict the reaction product. The product is: [C:1]([C:3]1[CH:22]=[CH:21][C:6]([O:7][C:8]2[CH:20]=[CH:19][C:11]([C:12]([OH:14])=[O:13])=[CH:10][CH:9]=2)=[CH:5][CH:4]=1)#[N:2]. (4) Given the reactants Cl.C([NH:5][C:6]1[CH:15]=[C:14]([C:16]2[CH:21]=[CH:20][C:19]([N+:22]([O-])=O)=[CH:18][CH:17]=2)[C:13]2[C:8](=[CH:9][CH:10]=[C:11]([Cl:25])[CH:12]=2)[N:7]=1)(=O)C, predict the reaction product. The product is: [NH2:5][C:6]1[CH:15]=[C:14]([C:16]2[CH:17]=[CH:18][C:19]([NH2:22])=[CH:20][CH:21]=2)[C:13]2[C:8](=[CH:9][CH:10]=[C:11]([Cl:25])[CH:12]=2)[N:7]=1. (5) Given the reactants Cl.[CH3:2][C:3]1([CH3:26])[CH2:12][CH2:11][C:10]([CH3:14])([CH3:13])[C:9]2[CH:8]=[C:7]([C:15]3[S:16][CH:17]=[C:18]([CH:20]4[CH2:25][CH2:24][NH:23][CH2:22][CH2:21]4)[N:19]=3)[CH:6]=[CH:5][C:4]1=2.[OH:27][CH2:28][CH2:29][CH2:30][CH2:31][CH:32]=O, predict the reaction product. The product is: [CH3:2][C:3]1([CH3:26])[CH2:12][CH2:11][C:10]([CH3:13])([CH3:14])[C:9]2[CH:8]=[C:7]([C:15]3[S:16][CH:17]=[C:18]([CH:20]4[CH2:25][CH2:24][N:23]([CH2:32][CH2:31][CH2:30][CH2:29][CH2:28][OH:27])[CH2:22][CH2:21]4)[N:19]=3)[CH:6]=[CH:5][C:4]1=2. (6) The product is: [C:1]([O:4][C@H:5]([C:7]1[O:8][C:9]([C:12]2[CH:13]=[CH:14][C:15]3[O:19][CH:18]=[C:17]([C:27]4[CH:28]=[CH:29][C:24]([S:23][CH3:22])=[CH:25][CH:26]=4)[C:16]=3[CH:21]=2)=[N:10][N:11]=1)[CH3:6])(=[O:3])[CH3:2]. Given the reactants [C:1]([O:4][C@H:5]([C:7]1[O:8][C:9]([C:12]2[CH:13]=[CH:14][C:15]3[O:19][CH:18]=[C:17](Br)[C:16]=3[CH:21]=2)=[N:10][N:11]=1)[CH3:6])(=[O:3])[CH3:2].[CH3:22][S:23][C:24]1[CH:29]=[CH:28][C:27](B(O)O)=[CH:26][CH:25]=1, predict the reaction product. (7) The product is: [Cl:3][C:4]1[CH:5]=[CH:6][C:7]([O:23][CH2:24][C:25]2[CH:30]=[CH:29][C:28]([F:31])=[CH:27][C:26]=2[F:32])=[C:8]([CH:22]=1)[CH2:9][N:10]1[C:19]2[CH:18]=[CH:17][N:16]=[C:15]([C:20]([OH:1])=[O:21])[C:14]=2[CH2:13][CH2:12][CH2:11]1. Given the reactants [OH:1]O.[Cl:3][C:4]1[CH:5]=[CH:6][C:7]([O:23][CH2:24][C:25]2[CH:30]=[CH:29][C:28]([F:31])=[CH:27][C:26]=2[F:32])=[C:8]([CH:22]=1)[CH2:9][N:10]1[C:19]2[CH:18]=[CH:17][N:16]=[C:15]([CH:20]=[O:21])[C:14]=2[CH2:13][CH2:12][CH2:11]1, predict the reaction product.